Regression. Given two drug SMILES strings and cell line genomic features, predict the synergy score measuring deviation from expected non-interaction effect. From a dataset of NCI-60 drug combinations with 297,098 pairs across 59 cell lines. (1) Drug 1: CC12CCC3C(C1CCC2=O)CC(=C)C4=CC(=O)C=CC34C. Drug 2: CC1=C2C(C(=O)C3(C(CC4C(C3C(C(C2(C)C)(CC1OC(=O)C(C(C5=CC=CC=C5)NC(=O)C6=CC=CC=C6)O)O)OC(=O)C7=CC=CC=C7)(CO4)OC(=O)C)O)C)OC(=O)C. Cell line: K-562. Synergy scores: CSS=47.8, Synergy_ZIP=0.600, Synergy_Bliss=3.83, Synergy_Loewe=-16.6, Synergy_HSA=2.85. (2) Drug 1: CCC1(CC2CC(C3=C(CCN(C2)C1)C4=CC=CC=C4N3)(C5=C(C=C6C(=C5)C78CCN9C7C(C=CC9)(C(C(C8N6C=O)(C(=O)OC)O)OC(=O)C)CC)OC)C(=O)OC)O.OS(=O)(=O)O. Drug 2: CC1=C(C(=CC=C1)Cl)NC(=O)C2=CN=C(S2)NC3=CC(=NC(=N3)C)N4CCN(CC4)CCO. Cell line: K-562. Synergy scores: CSS=56.8, Synergy_ZIP=0.303, Synergy_Bliss=-0.885, Synergy_Loewe=-9.80, Synergy_HSA=-1.92. (3) Drug 1: CC1C(C(=O)NC(C(=O)N2CCCC2C(=O)N(CC(=O)N(C(C(=O)O1)C(C)C)C)C)C(C)C)NC(=O)C3=C4C(=C(C=C3)C)OC5=C(C(=O)C(=C(C5=N4)C(=O)NC6C(OC(=O)C(N(C(=O)CN(C(=O)C7CCCN7C(=O)C(NC6=O)C(C)C)C)C)C(C)C)C)N)C. Drug 2: C1=NC2=C(N=C(N=C2N1C3C(C(C(O3)CO)O)F)Cl)N. Cell line: HT29. Synergy scores: CSS=-6.90, Synergy_ZIP=7.01, Synergy_Bliss=7.82, Synergy_Loewe=2.82, Synergy_HSA=-0.277.